From a dataset of Catalyst prediction with 721,799 reactions and 888 catalyst types from USPTO. Predict which catalyst facilitates the given reaction. Reactant: [Br:1][C:2]1[C:3]([NH:9][CH2:10][CH2:11][CH2:12][NH:13][S:14]([C:17]2[CH:22]=[CH:21][CH:20]=[C:19]([N+:23]([O-])=O)[CH:18]=2)(=[O:16])=[O:15])=[N:4][C:5]([Cl:8])=[N:6][CH:7]=1.[OH-].[Na+]. Product: [NH2:23][C:19]1[CH:18]=[C:17]([S:14]([NH:13][CH2:12][CH2:11][CH2:10][NH:9][C:3]2[C:2]([Br:1])=[CH:7][N:6]=[C:5]([Cl:8])[N:4]=2)(=[O:15])=[O:16])[CH:22]=[CH:21][CH:20]=1. The catalyst class is: 632.